The task is: Predict the product of the given reaction.. This data is from Forward reaction prediction with 1.9M reactions from USPTO patents (1976-2016). (1) Given the reactants [CH2:1]=[CH:2][CH2:3][CH2:4][CH2:5][CH2:6][CH2:7][CH2:8][CH2:9][CH3:10].[Cl:11][SiH:12]([Cl:14])[Cl:13], predict the reaction product. The product is: [Cl:11][Si:12]([Cl:14])([Cl:13])[CH2:1][CH:2]([Si:12]([Cl:14])([Cl:13])[Cl:11])[CH2:3][CH2:4][CH2:5][CH2:6][CH2:7][CH2:8][CH2:9][CH3:10]. (2) Given the reactants [CH:1]1([CH2:4][N:5]2[C:9](=[O:10])[C:8]3=[CH:11][C:12]([N+:15]([O-])=O)=[CH:13][CH:14]=[C:7]3[C:6]2=[O:18])[CH2:3][CH2:2]1.S(S([O-])=O)([O-])=O.[Na+].[Na+].C(=O)([O-])[O-].[Na+].[Na+], predict the reaction product. The product is: [CH:1]1([CH2:4][N:5]2[C:9](=[O:10])[C:8]3=[CH:11][C:12]([NH2:15])=[CH:13][CH:14]=[C:7]3[C:6]2=[O:18])[CH2:2][CH2:3]1. (3) Given the reactants [F:1][C:2]([F:24])([F:23])[O:3][C:4]1[CH:9]=[CH:8][C:7]([C:10]2[NH:11][C:12]([NH:15][C:16]3[CH:21]=[CH:20][C:19]([OH:22])=[CH:18][CH:17]=3)=[N:13][N:14]=2)=[CH:6][CH:5]=1.[CH3:25][Si]([N-][Si](C)(C)C)(C)C.[K+].Cl[C:36]1[CH:41]=[CH:40][N:39]=[C:38]([C:42]([NH2:44])=[O:43])[CH:37]=1.[C:45]([O-])([O-:47])=[O:46].[K+].[K+], predict the reaction product. The product is: [F:24][C:2]([F:1])([F:23])[C:45]([OH:47])=[O:46].[CH3:25][NH:44][C:42]([C:38]1[CH:37]=[C:36]([O:22][C:19]2[CH:20]=[CH:21][C:16]([NH:15][C:12]3[NH:11][C:10]([C:7]4[CH:6]=[CH:5][C:4]([O:3][C:2]([F:1])([F:23])[F:24])=[CH:9][CH:8]=4)=[N:14][N:13]=3)=[CH:17][CH:18]=2)[CH:41]=[CH:40][N:39]=1)=[O:43].